This data is from Retrosynthesis with 50K atom-mapped reactions and 10 reaction types from USPTO. The task is: Predict the reactants needed to synthesize the given product. (1) Given the product CCOC(=O)C[C@H](O)CN=[N+]=[N-], predict the reactants needed to synthesize it. The reactants are: CCOC(=O)C[C@H](O)CCl.[N-]=[N+]=[N-]. (2) Given the product CC(C)(C)N1CCN(c2ccc(Cl)c(Cl)c2)C(CN)C1, predict the reactants needed to synthesize it. The reactants are: CC(C)(C)N1CCN(c2ccc(Cl)c(Cl)c2)C(C#N)C1. (3) Given the product COc1ccc2c(c1)CCN(C(=O)c1ccc(F)cc1)C2Cc1ccc(OCc2ccccc2)cc1, predict the reactants needed to synthesize it. The reactants are: COc1ccc2c(c1)CCNC2Cc1ccc(OCc2ccccc2)cc1.O=C(Cl)c1ccc(F)cc1. (4) The reactants are: COc1ccc(NC(=O)NC2C3CC4CC(C3)CC2C4)c(C)c1. Given the product Cc1cc(O)ccc1NC(=O)NC1C2CC3CC(C2)CC1C3, predict the reactants needed to synthesize it. (5) Given the product Nc1n[nH]cc1C(=O)NC[C@H]1CC[C@@H](Cc2ccccc2)CC1, predict the reactants needed to synthesize it. The reactants are: NC[C@H]1CC[C@@H](Cc2ccccc2)CC1.Nc1n[nH]cc1C(=O)O.